From a dataset of Full USPTO retrosynthesis dataset with 1.9M reactions from patents (1976-2016). Predict the reactants needed to synthesize the given product. The reactants are: [Br:1][C:2]1[CH:3]=[C:4]([CH:9]=[CH:10][C:11]=1[CH2:12]Br)[C:5]([O:7][CH3:8])=[O:6].[C:14]([O-:17])(=[O:16])[CH3:15].[K+].O.C(OCC)(=O)C. Given the product [C:14]([O:17][CH2:12][C:11]1[CH:10]=[CH:9][C:4]([C:5]([O:7][CH3:8])=[O:6])=[CH:3][C:2]=1[Br:1])(=[O:16])[CH3:15], predict the reactants needed to synthesize it.